From a dataset of Catalyst prediction with 721,799 reactions and 888 catalyst types from USPTO. Predict which catalyst facilitates the given reaction. (1) Reactant: C([N:8]1[CH2:12][C@:11]2([O:23][C:24]([O:26][C:27]([CH3:30])([CH3:29])[CH3:28])=[O:25])[CH2:13][N:14]([C:16]([O:18][C:19]([CH3:22])([CH3:21])[CH3:20])=[O:17])[CH2:15][C@@H:10]2[CH2:9]1)C1C=CC=CC=1. Product: [C:27]([O:26][C:24]([O:23][C@@:11]12[CH2:13][N:14]([C:16]([O:18][C:19]([CH3:22])([CH3:21])[CH3:20])=[O:17])[CH2:15][C@@H:10]1[CH2:9][NH:8][CH2:12]2)=[O:25])([CH3:30])([CH3:29])[CH3:28]. The catalyst class is: 320. (2) Reactant: [NH2:1][C:2]1[N:7]=[CH:6][N:5]=[C:4]([CH2:8][C:9]2[CH:14]=[CH:13][C:12]([NH:15]C(NC3C=CC(CC)=CC=3)=O)=[CH:11][CH:10]=2)[CH:3]=1.[F:27][C:28]([F:39])([F:38])[C:29]1[CH:34]=[CH:33][CH:32]=[C:31]([N:35]=[C:36]=[O:37])[CH:30]=1. Product: [NH2:1][C:2]1[N:7]=[CH:6][N:5]=[C:4]([CH2:8][C:9]2[CH:14]=[CH:13][C:12]([NH:15][C:36]([NH:35][C:31]3[CH:32]=[CH:33][CH:34]=[C:29]([C:28]([F:38])([F:39])[F:27])[CH:30]=3)=[O:37])=[CH:11][CH:10]=2)[CH:3]=1. The catalyst class is: 3.